From a dataset of Full USPTO retrosynthesis dataset with 1.9M reactions from patents (1976-2016). Predict the reactants needed to synthesize the given product. (1) Given the product [F:19][C:20]1[CH:25]=[C:24]([C:2]2[C:3]3[C:4]4[CH:18]=[CH:17][S:16][C:5]=4[C:6](=[O:15])[NH:7][C:8]=3[C:9]([CH3:14])=[CH:10][C:11]=2[O:12][CH3:13])[CH:23]=[CH:22][C:21]=1[CH:35]([CH3:45])[CH2:36][NH:37][C:38](=[O:44])[O:39][C:40]([CH3:42])([CH3:41])[CH3:43], predict the reactants needed to synthesize it. The reactants are: Br[C:2]1[C:3]2[C:4]3[CH:18]=[CH:17][S:16][C:5]=3[C:6](=[O:15])[NH:7][C:8]=2[C:9]([CH3:14])=[CH:10][C:11]=1[O:12][CH3:13].[F:19][C:20]1[CH:25]=[C:24](B2OC(C)(C)C(C)(C)O2)[CH:23]=[CH:22][C:21]=1[CH:35]([CH3:45])[CH2:36][NH:37][C:38](=[O:44])[O:39][C:40]([CH3:43])([CH3:42])[CH3:41]. (2) Given the product [ClH:17].[NH2:6][C:7]([CH3:15])([CH2:13][CH3:14])[CH2:8][C:9]([O:11][CH3:12])=[O:10], predict the reactants needed to synthesize it. The reactants are: CC(C)(S([NH:6][C:7]([CH3:15])([CH2:13][CH3:14])[CH2:8][C:9]([O:11][CH3:12])=[O:10])=O)C.[ClH:17]. (3) Given the product [CH3:1][O:2][C:3](=[O:13])[C:4]1[CH:9]=[CH:8][C:7]([C:10]([NH:15][CH3:14])=[O:11])=[CH:6][CH:5]=1, predict the reactants needed to synthesize it. The reactants are: [CH3:1][O:2][C:3](=[O:13])[C:4]1[CH:9]=[CH:8][C:7]([C:10](Cl)=[O:11])=[CH:6][CH:5]=1.[CH3:14][NH2:15].CO.